From a dataset of Catalyst prediction with 721,799 reactions and 888 catalyst types from USPTO. Predict which catalyst facilitates the given reaction. Reactant: [Br:1][C:2]1[CH:7]=[CH:6][C:5]([C:8]2[CH:13]=[C:12]([O:14][CH3:15])[CH:11]=[C:10]([O:16][CH3:17])[CH:9]=2)=[C:4]([NH2:18])[C:3]=1[NH2:19].[CH3:20][C:21](=O)[C:22](=O)[CH3:23]. Product: [Br:1][C:2]1[CH:7]=[CH:6][C:5]([C:8]2[CH:9]=[C:10]([O:16][CH3:17])[CH:11]=[C:12]([O:14][CH3:15])[CH:13]=2)=[C:4]2[C:3]=1[N:19]=[C:21]([CH3:20])[C:22]([CH3:23])=[N:18]2. The catalyst class is: 14.